From a dataset of Full USPTO retrosynthesis dataset with 1.9M reactions from patents (1976-2016). Predict the reactants needed to synthesize the given product. (1) The reactants are: [N:1]1[CH:2]=[C:3]([C:18]([CH3:23])([CH3:22])[C:19](Cl)=[O:20])[N:4]2[C:17]=1[C:16]1[CH:15]=[CH:14][CH:13]=[CH:12][C:11]=1[C:10]1[CH:9]=[CH:8][CH:7]=[CH:6][C:5]2=1.[Cl-].[Al+3].[Cl-].[Cl-]. Given the product [CH3:22][C:18]1([CH3:23])[C:19](=[O:20])[C:6]2[CH:7]=[CH:8][CH:9]=[C:10]3[C:5]=2[N:4]2[C:17](=[N:1][CH:2]=[C:3]12)[C:16]1[CH:15]=[CH:14][CH:13]=[CH:12][C:11]=13, predict the reactants needed to synthesize it. (2) Given the product [C:1]([NH:5][C:6](=[O:43])[NH:7][C:8]1[C:9]([C:22]2[C:23]([Cl:42])=[C:24]([NH:29][C:30](=[O:41])[C:31]3[CH:36]=[CH:35][CH:34]=[C:33]([C:37]([F:40])([F:39])[F:38])[CH:32]=3)[CH:25]=[CH:26][C:27]=2[Cl:28])=[CH:10][C:11]2[CH:16]=[N:15][C:14]([NH:67][C:64]3[CH:63]=[CH:62][C:61]([O:60][CH2:59][CH2:58][N:57]([CH2:68][CH3:69])[CH2:55][CH3:56])=[CH:66][CH:65]=3)=[N:13][C:12]=2[N:21]=1)([CH3:4])([CH3:3])[CH3:2], predict the reactants needed to synthesize it. The reactants are: [C:1]([NH:5][C:6](=[O:43])[NH:7][C:8]1[C:9]([C:22]2[C:23]([Cl:42])=[C:24]([NH:29][C:30](=[O:41])[C:31]3[CH:36]=[CH:35][CH:34]=[C:33]([C:37]([F:40])([F:39])[F:38])[CH:32]=3)[CH:25]=[CH:26][C:27]=2[Cl:28])=[CH:10][C:11]2[CH:16]=[N:15][C:14](S(C)(=O)=O)=[N:13][C:12]=2[N:21]=1)([CH3:4])([CH3:3])[CH3:2].C1(C)C=CC(S(O)(=O)=O)=CC=1.[CH2:55]([N:57]([CH2:68][CH3:69])[CH2:58][CH2:59][O:60][C:61]1[CH:66]=[CH:65][C:64]([NH2:67])=[CH:63][CH:62]=1)[CH3:56].